Dataset: Blood-brain barrier permeability classification from the B3DB database. Task: Regression/Classification. Given a drug SMILES string, predict its absorption, distribution, metabolism, or excretion properties. Task type varies by dataset: regression for continuous measurements (e.g., permeability, clearance, half-life) or binary classification for categorical outcomes (e.g., BBB penetration, CYP inhibition). Dataset: b3db_classification. (1) The drug is O=C(O)CN(CCN(CC(=O)O)CC(=O)O)CC(=O)O. The result is 0 (does not penetrate BBB). (2) The result is 0 (does not penetrate BBB). The compound is Cc1c(O)cccc1C(=O)N[C@H](CSc1ccccc1)[C@@H](O)CN1C[C@H]2CCCC[C@H]2C[C@H]1C(=O)NC(C)(C)C. (3) The compound is C[N+]1(C)CCCC(OC(=O)C(O)(c2ccccc2)c2ccccc2)C1. The result is 0 (does not penetrate BBB). (4) The drug is CO[C@@]1(NC(=O)CSC(F)F)C(=O)N2C(C(=O)O)=C(CSc3nnnn3CCO)CO[C@@H]21. The result is 0 (does not penetrate BBB).